Dataset: Full USPTO retrosynthesis dataset with 1.9M reactions from patents (1976-2016). Task: Predict the reactants needed to synthesize the given product. (1) Given the product [CH:1]1([CH2:7][C:8]2[N:9]=[C:10]([C:13]3[N:17]=[C:16]([CH2:18][C:19]([CH3:24])([CH3:25])[C:20]([OH:22])=[O:21])[O:15][N:14]=3)[S:11][C:12]=2[C:27]2[CH:36]=[CH:35][C:34]([S:37](=[O:38])(=[O:39])[NH:40][C@@H:41]([CH3:46])[C:42]([F:43])([F:44])[F:45])=[C:33]3[C:28]=2[CH:29]=[CH:30][N:31]=[CH:32]3)[CH2:2][CH2:3][CH2:4][CH2:5][CH2:6]1, predict the reactants needed to synthesize it. The reactants are: [CH:1]1([CH2:7][C:8]2[N:9]=[C:10]([C:13]3[N:17]=[C:16]([CH2:18][C:19]([CH3:25])([CH3:24])[C:20]([O:22]C)=[O:21])[O:15][N:14]=3)[S:11][CH:12]=2)[CH2:6][CH2:5][CH2:4][CH2:3][CH2:2]1.Br[C:27]1[CH:36]=[CH:35][C:34]([S:37]([NH:40][C@@H:41]([CH3:46])[C:42]([F:45])([F:44])[F:43])(=[O:39])=[O:38])=[C:33]2[C:28]=1[CH:29]=[CH:30][N:31]=[CH:32]2. (2) Given the product [C:6]([O:10][C:11](=[O:51])[N:12]([CH:38]1[CH2:43][CH2:42][N:41]([CH2:44][C:45]2[CH:50]=[CH:49][CH:48]=[CH:47][CH:46]=2)[CH2:40][CH2:39]1)[CH2:13][C:14]1[N:15]=[C:16]([CH:55]=[O:56])[N:17]([C:19]([C:20]2[CH:25]=[CH:24][CH:23]=[CH:22][CH:21]=2)([C:32]2[CH:33]=[CH:34][CH:35]=[CH:36][CH:37]=2)[C:26]2[CH:31]=[CH:30][CH:29]=[CH:28][CH:27]=2)[CH:18]=1)([CH3:9])([CH3:7])[CH3:8], predict the reactants needed to synthesize it. The reactants are: C([Li])CCC.[C:6]([O:10][C:11](=[O:51])[N:12]([CH:38]1[CH2:43][CH2:42][N:41]([CH2:44][C:45]2[CH:50]=[CH:49][CH:48]=[CH:47][CH:46]=2)[CH2:40][CH2:39]1)[CH2:13][C:14]1[N:15]=[CH:16][N:17]([C:19]([C:32]2[CH:37]=[CH:36][CH:35]=[CH:34][CH:33]=2)([C:26]2[CH:31]=[CH:30][CH:29]=[CH:28][CH:27]=2)[C:20]2[CH:25]=[CH:24][CH:23]=[CH:22][CH:21]=2)[CH:18]=1)([CH3:9])([CH3:8])[CH3:7].CN([CH:55]=[O:56])C.O. (3) Given the product [O:8]=[C:7]1[C@@H:6]([NH:10][C:11](=[O:12])[O:13][C:14]([CH3:17])([CH3:16])[CH3:15])[CH2:5][O:4][C:3]2[C:18]([C:22]([F:25])([F:24])[F:23])=[CH:19][CH:20]=[CH:21][C:2]=2[NH:1]1, predict the reactants needed to synthesize it. The reactants are: [NH2:1][C:2]1[CH:21]=[CH:20][CH:19]=[C:18]([C:22]([F:25])([F:24])[F:23])[C:3]=1[O:4][CH2:5][C@H:6]([NH:10][C:11]([O:13][C:14]([CH3:17])([CH3:16])[CH3:15])=[O:12])[C:7](O)=[O:8].CCN=C=NCCCN(C)C. (4) Given the product [CH:1]([O:3][CH2:4][CH2:5][CH2:6][CH2:7][CH2:8][CH2:9][O:10][C:11]1[CH:12]=[CH:13][C:14]([C:15]([O:20][C:21]2[CH:22]=[CH:23][C:24]([CH2:25][NH:26][C:27]3[C:36]4[C:31](=[CH:32][CH:33]=[CH:34][CH:35]=4)[C:30](/[N:37]=[N:38]/[C:39]4[CH:40]=[CH:41][C:42]([C:43]([O:45][CH2:46][CH2:47][CH2:48][CH2:49][CH2:50][CH2:51][O:52][C:53](=[O:81])[C:54]5[CH:59]=[CH:58][C:57](/[N:60]=[N:61]/[C:62]6[C:71]7[C:66](=[CH:67][CH:68]=[CH:69][CH:70]=7)[C:65]([NH:72][CH2:73][C:74]7[CH:75]=[CH:76][C:77]([O:80][C:15](=[O:16])[C:14]8[CH:18]=[CH:19][C:11]([O:10][CH2:9][CH2:8][CH2:7][CH2:6][CH2:5][CH2:4][O:3][CH:1]=[CH2:2])=[CH:12][CH:13]=8)=[CH:78][CH:79]=7)=[CH:64][CH:63]=6)=[CH:56][CH:55]=5)=[O:44])=[CH:82][CH:83]=4)=[CH:29][CH:28]=3)=[CH:84][CH:85]=2)=[O:16])=[CH:18][CH:19]=1)=[CH2:2], predict the reactants needed to synthesize it. The reactants are: [CH:1]([O:3][CH2:4][CH2:5][CH2:6][CH2:7][CH2:8][CH2:9][O:10][C:11]1[CH:19]=[CH:18][C:14]([C:15](O)=[O:16])=[CH:13][CH:12]=1)=[CH2:2].[OH:20][C:21]1[CH:85]=[CH:84][C:24]([CH2:25][NH:26][C:27]2[C:36]3[C:31](=[CH:32][CH:33]=[CH:34][CH:35]=3)[C:30](/[N:37]=[N:38]/[C:39]3[CH:83]=[CH:82][C:42]([C:43]([O:45][CH2:46][CH2:47][CH2:48][CH2:49][CH2:50][CH2:51][O:52][C:53](=[O:81])[C:54]4[CH:59]=[CH:58][C:57](/[N:60]=[N:61]/[C:62]5[C:71]6[C:66](=[CH:67][CH:68]=[CH:69][CH:70]=6)[C:65]([NH:72][CH2:73][C:74]6[CH:79]=[CH:78][C:77]([OH:80])=[CH:76][CH:75]=6)=[CH:64][CH:63]=5)=[CH:56][CH:55]=4)=[O:44])=[CH:41][CH:40]=3)=[CH:29][CH:28]=2)=[CH:23][CH:22]=1. (5) Given the product [CH3:15][N:14]([CH3:16])[C:12]1[C:11]([C:17]([F:18])([F:19])[F:20])=[CH:10][C:9]2[NH:21][C:28](=[O:44])[CH2:29][C:30]([C:31]3[CH:36]=[CH:35][CH:34]=[C:33]([C:37]4[N:38]=[CH:39][CH:40]=[CH:41][N:42]=4)[CH:32]=3)=[N:7][C:8]=2[CH:13]=1, predict the reactants needed to synthesize it. The reactants are: C(OC(=O)[NH:7][C:8]1[CH:13]=[C:12]([N:14]([CH3:16])[CH3:15])[C:11]([C:17]([F:20])([F:19])[F:18])=[CH:10][C:9]=1[NH2:21])(C)(C)C.C(O[C:28](=[O:44])[CH2:29][C:30](=O)[C:31]1[CH:36]=[CH:35][CH:34]=[C:33]([C:37]2[N:42]=[CH:41][CH:40]=[CH:39][N:38]=2)[CH:32]=1)(C)(C)C. (6) Given the product [NH2:54][CH2:55][CH2:56][NH:61][C:42]([C:8]1[S:7][C:6]2[CH:45]=[C:2]([F:1])[CH:3]=[CH:4][C:5]=2[C:9]=1[CH:10]1[CH2:11][CH2:12][N:13]([CH2:16][CH2:17][CH2:18][N:19]2[C:27]3[CH2:26][CH2:25][N:24]([S:28]([CH3:31])(=[O:29])=[O:30])[CH2:23][C:22]=3[C:21]([C:32]3[CH:33]=[CH:34][C:35]([C:38]([F:40])([F:39])[F:41])=[CH:36][CH:37]=3)=[N:20]2)[CH2:14][CH2:15]1)=[O:43], predict the reactants needed to synthesize it. The reactants are: [F:1][C:2]1[CH:3]=[CH:4][C:5]2[C:9]([CH:10]3[CH2:15][CH2:14][N:13]([CH2:16][CH2:17][CH2:18][N:19]4[C:27]5[CH2:26][CH2:25][N:24]([S:28]([CH3:31])(=[O:30])=[O:29])[CH2:23][C:22]=5[C:21]([C:32]5[CH:37]=[CH:36][C:35]([C:38]([F:41])([F:40])[F:39])=[CH:34][CH:33]=5)=[N:20]4)[CH2:12][CH2:11]3)=[C:8]([C:42](O)=[O:43])[S:7][C:6]=2[CH:45]=1.CN(C(O[N:54]1N=[N:61][C:56]2C=CC=C[C:55]1=2)=[N+](C)C)C.F[P-](F)(F)(F)(F)F.CCN(C(C)C)C(C)C.C(N)CN. (7) Given the product [C:1]([S:8][C:9]1[CH:10]=[C:11]([CH:15]=[CH:16][CH:17]=1)[C:12]([OH:14])=[O:13])(=[O:3])[CH3:2], predict the reactants needed to synthesize it. The reactants are: [C:1](OC(=O)C)(=[O:3])[CH3:2].[SH:8][C:9]1[CH:10]=[C:11]([CH:15]=[CH:16][CH:17]=1)[C:12]([OH:14])=[O:13].[OH-].[Na+].Cl.